Task: Predict which catalyst facilitates the given reaction.. Dataset: Catalyst prediction with 721,799 reactions and 888 catalyst types from USPTO (1) Reactant: [Cl:1][C:2]1[C:3]([NH:23][C:24]2[CH:28]=[C:27]([CH3:29])[NH:26][N:25]=2)=[N:4][C:5]([NH:8][C:9]2[CH:14]=[C:13]([CH3:15])[C:12]([CH:16]3[CH2:21][CH2:20][NH:19][CH2:18][CH2:17]3)=[CH:11][C:10]=2[F:22])=[N:6][CH:7]=1.I[CH2:31][CH3:32].C(N(CC)CC)C. Product: [Cl:1][C:2]1[C:3]([NH:23][C:24]2[CH:28]=[C:27]([CH3:29])[NH:26][N:25]=2)=[N:4][C:5]([NH:8][C:9]2[CH:14]=[C:13]([CH3:15])[C:12]([CH:16]3[CH2:17][CH2:18][N:19]([CH2:31][CH3:32])[CH2:20][CH2:21]3)=[CH:11][C:10]=2[F:22])=[N:6][CH:7]=1. The catalyst class is: 3. (2) Reactant: [CH:1]1([C:7]2([CH3:17])[C:12](=[O:13])[N:11]([CH3:14])[C:10](=[O:15])[NH:9][C:8]2=[O:16])[CH2:6][CH2:5][CH2:4][CH:3]=[CH:2]1.C([O-])([O-])=O.[K+].[K+].Br[CH2:25][C:26]([C:28]1[CH:33]=[CH:32][CH:31]=[CH:30][CH:29]=1)=[O:27]. Product: [CH:1]1([C:7]2([CH3:17])[C:12](=[O:13])[N:11]([CH3:14])[C:10](=[O:15])[N:9]([CH2:25][C:26](=[O:27])[C:28]3[CH:33]=[CH:32][CH:31]=[CH:30][CH:29]=3)[C:8]2=[O:16])[CH2:6][CH2:5][CH2:4][CH:3]=[CH:2]1. The catalyst class is: 88. (3) Reactant: [C:1]1([S:7]([N:10]2[C:18]3[C:13](=[C:14]([C:19]4[CH:24]=[C:23]([N:25]5[CH2:30][CH2:29][O:28][CH2:27][CH2:26]5)[N:22]=[C:21]([CH2:31][CH2:32][NH2:33])[N:20]=4)[CH:15]=[CH:16][CH:17]=3)[CH:12]=[CH:11]2)(=[O:9])=[O:8])[CH:6]=[CH:5][CH:4]=[CH:3][CH:2]=1.C([O-])(O)=O.[Na+].F[C:40]1[CH:45]=[CH:44][C:43]([C:46]([F:49])([F:48])[F:47])=[CH:42][N:41]=1. Product: [C:1]1([S:7]([N:10]2[C:18]3[C:13](=[C:14]([C:19]4[CH:24]=[C:23]([N:25]5[CH2:30][CH2:29][O:28][CH2:27][CH2:26]5)[N:22]=[C:21]([CH2:31][CH2:32][NH:33][C:40]5[CH:45]=[CH:44][C:43]([C:46]([F:49])([F:48])[F:47])=[CH:42][N:41]=5)[N:20]=4)[CH:15]=[CH:16][CH:17]=3)[CH:12]=[CH:11]2)(=[O:8])=[O:9])[CH:2]=[CH:3][CH:4]=[CH:5][CH:6]=1. The catalyst class is: 10. (4) Reactant: [C:1]1([C:7]#[C:8][CH2:9][OH:10])[CH:6]=[CH:5][CH:4]=[CH:3][CH:2]=1.[F:11][C:12]1[CH:17]=[CH:16][C:15]([SH:18])=[CH:14][CH:13]=1.C1(CC(SC2C=CC=CC=2)C(=O)C)C=CC=CC=1. Product: [F:11][C:12]1[CH:17]=[CH:16][C:15]([S:18][CH:8]([CH2:7][C:1]2[CH:6]=[CH:5][CH:4]=[CH:3][CH:2]=2)[CH:9]=[O:10])=[CH:14][CH:13]=1. The catalyst class is: 26. (5) Reactant: [C:1]([O:5][C:6]([NH:8][C@H:9]1[CH2:13][CH2:12][C@H:11]([C:14]([OH:16])=[O:15])[CH2:10]1)=[O:7])([CH3:4])([CH3:3])[CH3:2].C1C=CC2N(O)N=NC=2C=1.C(Cl)CCl.O/[N:32]=[C:33](\[NH2:48])/[CH:34]([C:42]1[CH:47]=[CH:46][CH:45]=[CH:44][CH:43]=1)[O:35]C1CCCCO1.C(=O)(O)[O-].[Na+]. Product: [NH2:48]/[C:33](=[N:32]\[O:15][C:14]([C@H:11]1[CH2:12][CH2:13][C@H:9]([NH:8][C:6](=[O:7])[O:5][C:1]([CH3:4])([CH3:2])[CH3:3])[CH2:10]1)=[O:16])/[CH:34]([OH:35])[C:42]1[CH:47]=[CH:46][CH:45]=[CH:44][CH:43]=1. The catalyst class is: 2. (6) Reactant: [Li]CCCC.Br[C:7]1[CH:8]=[N:9][CH:10]=[CH:11][CH:12]=1.[CH2:13]1[O:23][C:16]2([CH2:21][CH2:20][C:19](=[O:22])[CH2:18][CH2:17]2)[O:15][CH2:14]1.O. Product: [CH2:14]1[O:15][C:16]2([CH2:21][CH2:20][C:19]([OH:22])([C:7]3[CH:8]=[N:9][CH:10]=[CH:11][CH:12]=3)[CH2:18][CH2:17]2)[O:23][CH2:13]1. The catalyst class is: 332.